Dataset: Full USPTO retrosynthesis dataset with 1.9M reactions from patents (1976-2016). Task: Predict the reactants needed to synthesize the given product. Given the product [CH3:1][O:2][C:5]1[N:10]=[N:9][C:8]([N:11]2[C:15]([C:16]3[CH:21]=[CH:20][CH:19]=[CH:18][N:17]=3)=[CH:14][C:13]([C:22]([O:24][CH3:25])=[O:23])=[N:12]2)=[CH:7][CH:6]=1, predict the reactants needed to synthesize it. The reactants are: [CH3:1][O-:2].[Na+].Cl[C:5]1[N:10]=[N:9][C:8]([N:11]2[C:15]([C:16]3[CH:21]=[CH:20][CH:19]=[CH:18][N:17]=3)=[CH:14][C:13]([C:22]([O:24][CH3:25])=[O:23])=[N:12]2)=[CH:7][CH:6]=1.Cl.